Dataset: NCI-60 drug combinations with 297,098 pairs across 59 cell lines. Task: Regression. Given two drug SMILES strings and cell line genomic features, predict the synergy score measuring deviation from expected non-interaction effect. (1) Drug 1: CC12CCC3C(C1CCC2=O)CC(=C)C4=CC(=O)C=CC34C. Cell line: HL-60(TB). Drug 2: CC1=C(N=C(N=C1N)C(CC(=O)N)NCC(C(=O)N)N)C(=O)NC(C(C2=CN=CN2)OC3C(C(C(C(O3)CO)O)O)OC4C(C(C(C(O4)CO)O)OC(=O)N)O)C(=O)NC(C)C(C(C)C(=O)NC(C(C)O)C(=O)NCCC5=NC(=CS5)C6=NC(=CS6)C(=O)NCCC[S+](C)C)O. Synergy scores: CSS=63.9, Synergy_ZIP=1.66, Synergy_Bliss=2.57, Synergy_Loewe=-4.34, Synergy_HSA=-1.05. (2) Cell line: OVCAR-5. Drug 2: CC(C)CN1C=NC2=C1C3=CC=CC=C3N=C2N. Synergy scores: CSS=0.376, Synergy_ZIP=2.52, Synergy_Bliss=3.69, Synergy_Loewe=1.26, Synergy_HSA=0.124. Drug 1: CC1=CC2C(CCC3(C2CCC3(C(=O)C)OC(=O)C)C)C4(C1=CC(=O)CC4)C.